Dataset: Reaction yield outcomes from USPTO patents with 853,638 reactions. Task: Predict the reaction yield, written as a fraction of the theoretical maximum amount of product (1.0 means a 100% yield; for example, 0.34 means a 34% yield). (1) The reactants are [F:1][C:2]1[CH:7]=[CH:6][C:5]([CH:8]2[C:17]([CH3:19])([CH3:18])[CH2:16][C:15]3[C:10](=[CH:11][CH:12]=[C:13]([C:20]([O:22][CH3:23])=[O:21])[CH:14]=3)[NH:9]2)=[CH:4][C:3]=1[N+:24]([O-])=O.C(N(CC)C(C)C)(C)C.[Cl:36][C:37]1[CH:45]=[C:44]([F:46])[CH:43]=[CH:42][C:38]=1[C:39](Cl)=[O:40]. The catalyst is ClCCl. The product is [Cl:36][C:37]1[CH:45]=[C:44]([F:46])[CH:43]=[CH:42][C:38]=1[C:39]([NH:24][C:3]1[CH:4]=[C:5]([CH:8]2[C:17]([CH3:19])([CH3:18])[CH2:16][C:15]3[C:10](=[CH:11][CH:12]=[C:13]([C:20]([O:22][CH3:23])=[O:21])[CH:14]=3)[NH:9]2)[CH:6]=[CH:7][C:2]=1[F:1])=[O:40]. The yield is 0.760. (2) The reactants are Br[C:2]1[CH:7]=[CH:6][C:5]([OH:8])=[CH:4][CH:3]=1.[CH3:9][NH:10][C:11]1[CH:12]=[C:13]([CH3:17])[CH:14]=[CH:15][CH:16]=1. No catalyst specified. The product is [CH3:9][N:10]([C:11]1[CH:12]=[C:13]([CH3:17])[CH:14]=[CH:15][CH:16]=1)[C:2]1[CH:7]=[CH:6][C:5]([OH:8])=[CH:4][CH:3]=1. The yield is 0.530. (3) The reactants are Br[C:2]1[C:10]2[C:9]([NH:11][C@H:12]([C:14]3[N:19]([C:20]4[CH:25]=[CH:24][CH:23]=[CH:22][CH:21]=4)[C:18](=[O:26])[C:17]4=[CH:27][CH:28]=[CH:29][N:16]4[N:15]=3)[CH3:13])=[N:8][CH:7]=[N:6][C:5]=2[N:4]([CH2:30][O:31][CH2:32][CH2:33][Si:34]([CH3:37])([CH3:36])[CH3:35])[CH:3]=1.[OH:38][C:39]1[CH:40]=[C:41]([NH:54][S:55]([CH3:58])(=[O:57])=[O:56])[CH:42]=[C:43](B2OC(C)(C)C(C)(C)O2)[CH:44]=1.C(=O)([O-])[O-].[Na+].[Na+]. The catalyst is Cl[Pd](Cl)([P](C1C=CC=CC=1)(C1C=CC=CC=1)C1C=CC=CC=1)[P](C1C=CC=CC=1)(C1C=CC=CC=1)C1C=CC=CC=1. The product is [OH:38][C:39]1[CH:40]=[C:41]([NH:54][S:55]([CH3:58])(=[O:57])=[O:56])[CH:42]=[C:43]([C:2]2[C:10]3[C:9]([NH:11][C@H:12]([C:14]4[N:19]([C:20]5[CH:25]=[CH:24][CH:23]=[CH:22][CH:21]=5)[C:18](=[O:26])[C:17]5=[CH:27][CH:28]=[CH:29][N:16]5[N:15]=4)[CH3:13])=[N:8][CH:7]=[N:6][C:5]=3[N:4]([CH2:30][O:31][CH2:32][CH2:33][Si:34]([CH3:37])([CH3:36])[CH3:35])[CH:3]=2)[CH:44]=1. The yield is 0.790. (4) The catalyst is C(Cl)Cl. The yield is 0.960. The reactants are [Br:1][C:2]1[CH:8]=[CH:7][C:5]([NH2:6])=[C:4]([CH3:9])[CH:3]=1.[F:10][C:11]([F:22])([F:21])[C:12](O[C:12](=[O:13])[C:11]([F:22])([F:21])[F:10])=[O:13].[N+:23]([O-])([O-:25])=[O:24].[K+]. The product is [Br:1][C:2]1[CH:8]=[C:7]([N+:23]([O-:25])=[O:24])[C:5]([NH:6][C:12](=[O:13])[C:11]([F:22])([F:21])[F:10])=[C:4]([CH3:9])[CH:3]=1. (5) The reactants are [N:1]1[CH:6]=[CH:5][N:4]=[CH:3][C:2]=1[C:7]1[N:11]2[CH2:12][CH2:13][NH:14][C:15](=[O:16])[C:10]2=[N:9][N:8]=1.C(=O)([O-])[O-].[Cs+].[Cs+].Br[CH2:24][C:25]1[CH:30]=[CH:29][CH:28]=[C:27]([Cl:31])[C:26]=1[Cl:32].CO. The catalyst is CN(C=O)C. The product is [Cl:32][C:26]1[C:27]([Cl:31])=[CH:28][CH:29]=[CH:30][C:25]=1[CH2:24][N:14]1[CH2:13][CH2:12][N:11]2[C:7]([C:2]3[CH:3]=[N:4][CH:5]=[CH:6][N:1]=3)=[N:8][N:9]=[C:10]2[C:15]1=[O:16]. The yield is 0.880. (6) The reactants are [Br:1][C:2]1[CH:3]=[C:4]2[C:8](=[CH:9][CH:10]=1)[NH:7][C:6]([C:11]1[CH:16]=[CH:15][C:14]([F:17])=[CH:13][CH:12]=1)=[C:5]2[C:18]([O:20]CC)=O.B(Br)(Br)Br.C(Cl)Cl.[CH3:30][NH2:31].C1COCC1. The catalyst is ClCCCl. The product is [Br:1][C:2]1[CH:3]=[C:4]2[C:8](=[CH:9][CH:10]=1)[NH:7][C:6]([C:11]1[CH:16]=[CH:15][C:14]([F:17])=[CH:13][CH:12]=1)=[C:5]2[C:18]([NH:31][CH3:30])=[O:20]. The yield is 0.700. (7) The reactants are [CH3:1][O:2][CH2:3][C:4]#[C:5][C:6]1[CH:14]=[CH:13][C:12]([C:15]2[N:16]([C:31]([O:33][C:34]([CH3:37])([CH3:36])[CH3:35])=[O:32])[C:17]3[C:22]([CH:23]=2)=[CH:21][C:20]([CH2:24][N:25]2[CH2:30][CH2:29][CH2:28][CH2:27][CH2:26]2)=[CH:19][CH:18]=3)=[C:11]2[C:7]=1[CH2:8][NH:9][C:10]2=[O:38].[H][H]. The catalyst is CO.[Pd]. The product is [CH3:1][O:2][CH2:3][CH2:4][CH2:5][C:6]1[CH:14]=[CH:13][C:12]([C:15]2[N:16]([C:31]([O:33][C:34]([CH3:36])([CH3:35])[CH3:37])=[O:32])[C:17]3[C:22]([CH:23]=2)=[CH:21][C:20]([CH2:24][N:25]2[CH2:26][CH2:27][CH2:28][CH2:29][CH2:30]2)=[CH:19][CH:18]=3)=[C:11]2[C:7]=1[CH2:8][NH:9][C:10]2=[O:38]. The yield is 0.960.